This data is from Forward reaction prediction with 1.9M reactions from USPTO patents (1976-2016). The task is: Predict the product of the given reaction. Given the reactants [O:1]=[S:2]1(=[O:32])[C:8]2[CH:9]=[CH:10][CH:11]=[CH:12][C:7]=2[CH2:6][N:5]([C:13]2[CH:22]=[C:21]([CH2:23][CH2:24][C:25]([O:27]CC)=[O:26])[C:20]3[C:15](=[CH:16][CH:17]=[C:18]([CH2:30][CH3:31])[CH:19]=3)[N:14]=2)[CH2:4][CH2:3]1.[OH-].[Li+].Cl, predict the reaction product. The product is: [O:32]=[S:2]1(=[O:1])[C:8]2[CH:9]=[CH:10][CH:11]=[CH:12][C:7]=2[CH2:6][N:5]([C:13]2[CH:22]=[C:21]([CH2:23][CH2:24][C:25]([OH:27])=[O:26])[C:20]3[C:15](=[CH:16][CH:17]=[C:18]([CH2:30][CH3:31])[CH:19]=3)[N:14]=2)[CH2:4][CH2:3]1.